This data is from Forward reaction prediction with 1.9M reactions from USPTO patents (1976-2016). The task is: Predict the product of the given reaction. (1) The product is: [Cl:1][C:2]1[CH:38]=[CH:37][C:5]2[NH:6][C:7]([C@@H:9]([NH:11][C:12](=[O:36])[C:13]3[CH:18]=[CH:17][C:16]([C:19]([N:21]4[CH2:25][CH2:24][CH2:23][C@@H:22]4[CH2:26][NH2:27])=[O:20])=[C:15]([Cl:35])[CH:14]=3)[CH3:10])=[N:8][C:4]=2[CH:3]=1. Given the reactants [Cl:1][C:2]1[CH:38]=[CH:37][C:5]2[NH:6][C:7]([C@@H:9]([NH:11][C:12](=[O:36])[C:13]3[CH:18]=[CH:17][C:16]([C:19]([N:21]4[CH2:25][CH2:24][CH2:23][C@@H:22]4[CH2:26][NH:27]C(OC(C)(C)C)=O)=[O:20])=[C:15]([Cl:35])[CH:14]=3)[CH3:10])=[N:8][C:4]=2[CH:3]=1.FC(F)(F)C(O)=O.ClCCl.CO.N.ClCl, predict the reaction product. (2) Given the reactants Br[C:2]1[CH:7]=[CH:6][N:5]2[CH:8]=[C:9]([C:11]3[CH:16]=[CH:15][C:14]([O:17][CH3:18])=[CH:13][CH:12]=3)[N:10]=[C:4]2[CH:3]=1.Cl.[F:20][CH2:21][CH2:22][CH:23]1[CH2:28][CH2:27][NH:26][CH2:25][CH2:24]1, predict the reaction product. The product is: [F:20][CH2:21][CH2:22][CH:23]1[CH2:28][CH2:27][N:26]([C:2]2[CH:7]=[CH:6][N:5]3[CH:8]=[C:9]([C:11]4[CH:16]=[CH:15][C:14]([O:17][CH3:18])=[CH:13][CH:12]=4)[N:10]=[C:4]3[CH:3]=2)[CH2:25][CH2:24]1. (3) The product is: [Cl:1][C:2]1[CH:3]=[CH:4][CH:5]=[C:6]2[C:11]=1[N:10]=[C:9]([C:12]1[CH:17]=[CH:16][CH:15]=[CH:14][C:13]=1[Cl:18])[C:8]([CH2:19][NH:20][C:22]1[C:23]3[CH:32]=[CH:31][NH:30][C:24]=3[N:25]=[C:26]([O:28][CH3:29])[N:27]=1)=[CH:7]2. Given the reactants [Cl:1][C:2]1[CH:3]=[CH:4][CH:5]=[C:6]2[C:11]=1[N:10]=[C:9]([C:12]1[CH:17]=[CH:16][CH:15]=[CH:14][C:13]=1[Cl:18])[C:8]([CH2:19][NH2:20])=[CH:7]2.Cl[C:22]1[N:27]=[C:26]([O:28][CH3:29])[NH:25][C:24]2=[N:30][CH:31]=[CH:32][C:23]=12.CCN(C(C)C)C(C)C, predict the reaction product. (4) Given the reactants [N+:1]([C:4]1[CH:5]=[N:6][CH:7]=[CH:8][C:9]=1[NH:10][CH2:11][C@@H:12]1[CH2:16][CH2:15][N:14](C(OC(C)(C)C)=O)[CH2:13]1)([O-:3])=[O:2].Cl, predict the reaction product. The product is: [N+:1]([C:4]1[CH:5]=[N:6][CH:7]=[CH:8][C:9]=1[NH:10][CH2:11][C@@H:12]1[CH2:16][CH2:15][NH:14][CH2:13]1)([O-:3])=[O:2]. (5) Given the reactants [Br:1][C:2]1[CH:7]=[CH:6][C:5]([C:8]2[S:12][C:11]([C:13](=[O:25])[CH2:14][CH2:15][C:16]3[CH:21]=[CH:20][C:19]([OH:22])=[C:18]([Cl:23])[C:17]=3[Cl:24])=[CH:10][CH:9]=2)=[CH:4][CH:3]=1.Br[C:27]([CH3:36])([CH3:35])[C:28]([O:30][C:31]([CH3:34])([CH3:33])[CH3:32])=[O:29].C(=O)([O-])[O-].[K+].[K+], predict the reaction product. The product is: [Br:1][C:2]1[CH:3]=[CH:4][C:5]([C:8]2[S:12][C:11]([C:13](=[O:25])[CH2:14][CH2:15][C:16]3[CH:21]=[CH:20][C:19]([O:22][C:27]([CH3:36])([CH3:35])[C:28]([O:30][C:31]([CH3:34])([CH3:33])[CH3:32])=[O:29])=[C:18]([Cl:23])[C:17]=3[Cl:24])=[CH:10][CH:9]=2)=[CH:6][CH:7]=1. (6) Given the reactants [Cl:1][C:2]1[CH:3]=[C:4]2[C:8](=[CH:9][CH:10]=1)[NH:7][C:6]([C:11](N(OC)C)=[O:12])=[CH:5]2.[CH2:17]([Li])[CH2:18][CH2:19][CH2:20][CH2:21][CH3:22], predict the reaction product. The product is: [Cl:1][C:2]1[CH:3]=[C:4]2[C:8](=[CH:9][CH:10]=1)[NH:7][C:6]([C:11](=[O:12])[CH2:17][CH2:18][CH2:19][CH2:20][CH2:21][CH3:22])=[CH:5]2.